This data is from NCI-60 drug combinations with 297,098 pairs across 59 cell lines. The task is: Regression. Given two drug SMILES strings and cell line genomic features, predict the synergy score measuring deviation from expected non-interaction effect. (1) Synergy scores: CSS=53.7, Synergy_ZIP=-6.05, Synergy_Bliss=-3.95, Synergy_Loewe=-1.49, Synergy_HSA=1.66. Cell line: COLO 205. Drug 2: CCC1=C2CN3C(=CC4=C(C3=O)COC(=O)C4(CC)O)C2=NC5=C1C=C(C=C5)O. Drug 1: C1C(C(OC1N2C=NC3=C(N=C(N=C32)Cl)N)CO)O. (2) Cell line: HS 578T. Drug 2: CC1=C(C=C(C=C1)NC(=O)C2=CC=C(C=C2)CN3CCN(CC3)C)NC4=NC=CC(=N4)C5=CN=CC=C5. Synergy scores: CSS=31.1, Synergy_ZIP=-1.35, Synergy_Bliss=-2.95, Synergy_Loewe=-3.26, Synergy_HSA=-2.64. Drug 1: CC12CCC3C(C1CCC2=O)CC(=C)C4=CC(=O)C=CC34C. (3) Drug 1: C1C(C(OC1N2C=C(C(=O)NC2=O)F)CO)O. Drug 2: CN(CCCl)CCCl.Cl. Cell line: OVCAR3. Synergy scores: CSS=13.7, Synergy_ZIP=-2.23, Synergy_Bliss=5.56, Synergy_Loewe=-6.80, Synergy_HSA=-2.63. (4) Drug 1: CN1C(=O)N2C=NC(=C2N=N1)C(=O)N. Drug 2: C1=CC=C(C=C1)NC(=O)CCCCCCC(=O)NO. Cell line: SK-MEL-5. Synergy scores: CSS=30.8, Synergy_ZIP=-0.374, Synergy_Bliss=4.14, Synergy_Loewe=-9.91, Synergy_HSA=-1.85. (5) Drug 1: C1=NC(=NC(=O)N1C2C(C(C(O2)CO)O)O)N. Drug 2: N.N.Cl[Pt+2]Cl. Cell line: RXF 393. Synergy scores: CSS=37.6, Synergy_ZIP=-2.92, Synergy_Bliss=-4.07, Synergy_Loewe=-11.6, Synergy_HSA=-3.12. (6) Drug 1: CC1=C2C(C(=O)C3(C(CC4C(C3C(C(C2(C)C)(CC1OC(=O)C(C(C5=CC=CC=C5)NC(=O)OC(C)(C)C)O)O)OC(=O)C6=CC=CC=C6)(CO4)OC(=O)C)O)C)O. Drug 2: C1=NC2=C(N1)C(=S)N=CN2. Cell line: CAKI-1. Synergy scores: CSS=30.1, Synergy_ZIP=-5.00, Synergy_Bliss=-5.21, Synergy_Loewe=-18.2, Synergy_HSA=-7.70. (7) Drug 1: CC1=CC2C(CCC3(C2CCC3(C(=O)C)OC(=O)C)C)C4(C1=CC(=O)CC4)C. Drug 2: C1=C(C(=O)NC(=O)N1)F. Cell line: RPMI-8226. Synergy scores: CSS=68.2, Synergy_ZIP=-12.5, Synergy_Bliss=-24.3, Synergy_Loewe=-28.3, Synergy_HSA=-23.3.